Dataset: Reaction yield outcomes from USPTO patents with 853,638 reactions. Task: Predict the reaction yield, written as a fraction of the theoretical maximum amount of product (1.0 means a 100% yield; for example, 0.34 means a 34% yield). (1) The reactants are [NH:1]1[C:9]2[CH:8]=[CH:7][N:6]=[CH:5][C:4]=2[CH:3]=[C:2]1[C:10]([OH:12])=O.[NH2:13][CH2:14][CH2:15][CH2:16][O:17][CH:18]1[CH2:23][CH2:22][N:21]([C:24]([O:26][C:27]([CH3:30])([CH3:29])[CH3:28])=[O:25])[CH2:20][CH2:19]1.F[P-](F)(F)(F)(F)F.N1(O[P+](N(C)C)(N(C)C)N(C)C)C2C=CC=CC=2N=N1.CCN(C(C)C)C(C)C. The catalyst is CN(C=O)C. The product is [NH:1]1[C:9]2[CH:8]=[CH:7][N:6]=[CH:5][C:4]=2[CH:3]=[C:2]1[C:10]([NH:13][CH2:14][CH2:15][CH2:16][O:17][CH:18]1[CH2:19][CH2:20][N:21]([C:24]([O:26][C:27]([CH3:30])([CH3:29])[CH3:28])=[O:25])[CH2:22][CH2:23]1)=[O:12]. The yield is 0.860. (2) The reactants are C([O-])(=O)C.C([O-])(=O)C.C1([I+2])C=CC=CC=1.[C:16]1([C:38]2[CH:43]=[CH:42][C:41]([C:44]3[CH:49]=[CH:48][CH:47]=[CH:46][C:45]=3[NH:50][S:51]([CH2:54][CH2:55][CH2:56][CH2:57][CH2:58][CH2:59][CH2:60][CH2:61][CH2:62][CH2:63][CH2:64][CH3:65])(=[O:53])=[O:52])=[CH:40][CH:39]=2)[CH:21]=[CH:20][CH:19]=[CH:18][C:17]=1[NH:22][S:23]([CH2:26][CH2:27][CH2:28][CH2:29][CH2:30][CH2:31][CH2:32][CH2:33][CH2:34][CH2:35][CH2:36][CH3:37])(=[O:25])=[O:24]. The catalyst is C(Cl)Cl.C(S([O-])(=O)=O)(F)(F)F.C(S([O-])(=O)=O)(F)(F)F.[Cu+2]. The product is [CH2:26]([S:23]([N:22]1[C:43]2[C:38](=[CH:39][C:40]3[N:50]([S:51]([CH2:54][CH2:55][CH2:56][CH2:57][CH2:58][CH2:59][CH2:60][CH2:61][CH2:62][CH2:63][CH2:64][CH3:65])(=[O:53])=[O:52])[C:45]4[C:44]([C:41]=3[CH:42]=2)=[CH:49][CH:48]=[CH:47][CH:46]=4)[C:16]2[C:17]1=[CH:18][CH:19]=[CH:20][CH:21]=2)(=[O:24])=[O:25])[CH2:27][CH2:28][CH2:29][CH2:30][CH2:31][CH2:32][CH2:33][CH2:34][CH2:35][CH2:36][CH3:37]. The yield is 0.310. (3) The reactants are [N:1]([CH2:4][S:5][CH3:6])=[C:2]=[O:3].[N+:7](=[C:9]1[C:13](/[CH:14]=[CH:15]/[C:16]2[CH:23]=[CH:22][C:19]([C:20]#[N:21])=[CH:18][CH:17]=2)=[N:12][CH:11]=[N:10]1)=[N-:8]. The catalyst is CS(C)=O. The product is [CH3:6][S:5][CH2:4][N:1]1[C:2](=[O:3])[N:10]2[CH:11]=[N:12][C:13](/[CH:14]=[CH:15]/[C:16]3[CH:23]=[CH:22][C:19]([C:20]#[N:21])=[CH:18][CH:17]=3)=[C:9]2[N:7]=[N:8]1. The yield is 0.0800. (4) The reactants are [Sn](Cl)(Cl)(Cl)Cl.[CH:6]([C:9]1[C:10]([O:19][CH3:20])=[C:11]([C:15](O)([CH3:17])[CH3:16])[CH:12]=[CH:13][CH:14]=1)([CH3:8])[CH3:7].[CH2:21]([O:23][C:24](=[O:32])[C:25]([O:27][Si](C)(C)C)=[CH2:26])[CH3:22].C(=O)([O-])[O-].[Na+].[Na+].Cl. The catalyst is ClCCl.O. The product is [CH2:21]([O:23][C:24](=[O:32])[C:25](=[O:26])[CH2:27][C:15]([C:11]1[CH:12]=[CH:13][CH:14]=[C:9]([CH:6]([CH3:8])[CH3:7])[C:10]=1[O:19][CH3:20])([CH3:17])[CH3:16])[CH3:22]. The yield is 0.483. (5) The reactants are Cl.[CH3:2][O:3][C:4]([C@H:6]1[C@@H:11]([NH2:12])[CH:10]2[CH2:13][CH2:14][CH:7]1[CH2:8][CH2:9]2)=[O:5].C([O-])(=O)C.[Na+].[F:20][C:21]1[CH:28]=[CH:27][C:24]([CH:25]=O)=[CH:23][CH:22]=1.C([BH3-])#N.[Na+].C(=O)(O)[O-].[Na+]. The catalyst is CO.C(OCC)(=O)C. The product is [CH3:2][O:3][C:4]([C@H:6]1[C@@H:11]([NH:12][CH2:25][C:24]2[CH:27]=[CH:28][C:21]([F:20])=[CH:22][CH:23]=2)[CH:10]2[CH2:13][CH2:14][CH:7]1[CH2:8][CH2:9]2)=[O:5]. The yield is 0.720. (6) The reactants are [Cl:1][C:2]1[CH:7]=[CH:6][C:5]([CH:8]([NH:15]C(=O)OC(C)(C)C)[CH2:9][NH:10][S:11]([CH3:14])(=[O:13])=[O:12])=[CH:4][CH:3]=1.FC(F)(F)C(O)=O. No catalyst specified. The product is [NH2:15][CH:8]([C:5]1[CH:4]=[CH:3][C:2]([Cl:1])=[CH:7][CH:6]=1)[CH2:9][NH:10][S:11]([CH3:14])(=[O:13])=[O:12]. The yield is 0.860. (7) The reactants are [CH:1]1([CH2:4][O:5][C:6]2[CH:11]=[CH:10][C:9]([N+:12]([O-])=O)=[CH:8][CH:7]=2)[CH2:3][CH2:2]1.O.O.[Sn](Cl)Cl. The catalyst is C(O)C. The product is [CH:1]1([CH2:4][O:5][C:6]2[CH:7]=[CH:8][C:9]([NH2:12])=[CH:10][CH:11]=2)[CH2:2][CH2:3]1. The yield is 0.520.